This data is from Peptide-MHC class I binding affinity with 185,985 pairs from IEDB/IMGT. The task is: Regression. Given a peptide amino acid sequence and an MHC pseudo amino acid sequence, predict their binding affinity value. This is MHC class I binding data. (1) The peptide sequence is TILEYLYIMR. The MHC is HLA-A03:01 with pseudo-sequence HLA-A03:01. The binding affinity (normalized) is 0.159. (2) The peptide sequence is PLRPMTYK. The MHC is HLA-A02:03 with pseudo-sequence HLA-A02:03. The binding affinity (normalized) is 0. (3) The peptide sequence is LLLIALWNL. The MHC is HLA-A02:01 with pseudo-sequence HLA-A02:01. The binding affinity (normalized) is 1.00. (4) The peptide sequence is VQLLGRRFV. The MHC is HLA-A69:01 with pseudo-sequence HLA-A69:01. The binding affinity (normalized) is 0.0847. (5) The peptide sequence is RRWQQLLALAD. The MHC is Mamu-B08 with pseudo-sequence Mamu-B08. The binding affinity (normalized) is 0.612. (6) The peptide sequence is SLLERGQQLGV. The MHC is HLA-B58:01 with pseudo-sequence HLA-B58:01. The binding affinity (normalized) is 0.0847. (7) The peptide sequence is NMVYMPASW. The MHC is HLA-A01:01 with pseudo-sequence HLA-A01:01. The binding affinity (normalized) is 0.